This data is from Full USPTO retrosynthesis dataset with 1.9M reactions from patents (1976-2016). The task is: Predict the reactants needed to synthesize the given product. Given the product [OH:32][C:15]1([CH2:14][N:10]2[C:11](=[O:13])[C:12]3[NH:4][CH:5]=[CH:6][C:7]=3[N:8]=[CH:9]2)[CH2:20][CH2:19][N:18]([C:21](=[O:31])[CH2:22][C@H:23]([C:25]2[CH:26]=[CH:27][CH:28]=[CH:29][CH:30]=2)[CH3:24])[CH2:17][CH2:16]1, predict the reactants needed to synthesize it. The reactants are: C([N:4]1[C:12]2[C:11](=[O:13])[N:10]([CH2:14][C:15]3([OH:32])[CH2:20][CH2:19][N:18]([C:21](=[O:31])[CH2:22][C@H:23]([C:25]4[CH:30]=[CH:29][CH:28]=[CH:27][CH:26]=4)[CH3:24])[CH2:17][CH2:16]3)[CH:9]=[N:8][C:7]=2[CH:6]=[CH:5]1)C=C.N12CCN(CC1)CC2.C(O)C.